Dataset: Full USPTO retrosynthesis dataset with 1.9M reactions from patents (1976-2016). Task: Predict the reactants needed to synthesize the given product. (1) Given the product [F:11][C:12]([F:21])([F:22])[C:13]1[CH:20]=[CH:19][C:16]([CH2:17][NH:18][S:7]([C:1]2[CH:6]=[CH:5][CH:4]=[CH:3][CH:2]=2)(=[O:9])=[O:8])=[CH:15][CH:14]=1, predict the reactants needed to synthesize it. The reactants are: [C:1]1([S:7](Cl)(=[O:9])=[O:8])[CH:6]=[CH:5][CH:4]=[CH:3][CH:2]=1.[F:11][C:12]([F:22])([F:21])[C:13]1[CH:20]=[CH:19][C:16]([CH2:17][NH2:18])=[CH:15][CH:14]=1.CCN(CC)CC. (2) Given the product [Cl:5][CH2:29][C:26]1[S:27][CH:28]=[C:24]([C:15]2[C:16]3[C:21](=[C:20]([O:22][CH3:23])[CH:19]=[CH:18][CH:17]=3)[N:13]([CH2:12][CH:6]3[CH2:11][CH2:10][CH2:9][CH2:8][CH2:7]3)[CH:14]=2)[N:25]=1, predict the reactants needed to synthesize it. The reactants are: CS([Cl:5])(=O)=O.[CH:6]1([CH2:12][N:13]2[C:21]3[C:16](=[CH:17][CH:18]=[CH:19][C:20]=3[O:22][CH3:23])[C:15]([C:24]3[N:25]=[C:26]([CH2:29]O)[S:27][CH:28]=3)=[CH:14]2)[CH2:11][CH2:10][CH2:9][CH2:8][CH2:7]1.N1C=CC=CC=1.